This data is from Forward reaction prediction with 1.9M reactions from USPTO patents (1976-2016). The task is: Predict the product of the given reaction. (1) Given the reactants [OH:1][NH:2][C:3]([C:5]1[CH:32]=[CH:31][C:8]([O:9][C:10]([C:12]2([C:18]3[CH:30]=[CH:29][C:21]([C:22]([O:24]C(C)(C)C)=[O:23])=[CH:20][CH:19]=3)[CH2:17][CH2:16][CH2:15][CH2:14][CH2:13]2)=[O:11])=[CH:7][CH:6]=1)=[O:4].ClCCl.FC(F)(F)C(O)=O, predict the reaction product. The product is: [OH:1][NH:2][C:3]([C:5]1[CH:6]=[CH:7][C:8]([O:9][C:10]([C:12]2([C:18]3[CH:19]=[CH:20][C:21]([C:22]([OH:24])=[O:23])=[CH:29][CH:30]=3)[CH2:13][CH2:14][CH2:15][CH2:16][CH2:17]2)=[O:11])=[CH:31][CH:32]=1)=[O:4]. (2) Given the reactants [Br:1][C:2]1[C:3]([C:8]#[N:9])=[N:4][CH:5]=[CH:6][CH:7]=1.B.[ClH:11], predict the reaction product. The product is: [ClH:11].[Br:1][C:2]1[C:3]([CH2:8][NH2:9])=[N:4][CH:5]=[CH:6][CH:7]=1. (3) Given the reactants [CH2:1]1[CH:5]2[CH2:6][NH:7][CH2:8][CH:4]2[CH2:3][N:2]1[C:9]([O:11][C:12]([CH3:15])([CH3:14])[CH3:13])=[O:10].[C:16]1([C:22]2[CH:29]=[CH:28][C:25]([CH:26]=O)=[CH:24][CH:23]=2)[CH:21]=[CH:20][CH:19]=[CH:18][CH:17]=1.C(O[BH-](OC(=O)C)OC(=O)C)(=O)C.[Na+].ClCCCl, predict the reaction product. The product is: [C:16]1([C:22]2[CH:23]=[CH:24][C:25]([CH2:26][N:7]3[CH2:6][CH:5]4[CH2:1][N:2]([C:9]([O:11][C:12]([CH3:15])([CH3:14])[CH3:13])=[O:10])[CH2:3][CH:4]4[CH2:8]3)=[CH:28][CH:29]=2)[CH:17]=[CH:18][CH:19]=[CH:20][CH:21]=1. (4) Given the reactants [Cl:1][C:2]1[CH:3]=[C:4]([C:10]2[C:11]([CH3:33])=[N:12][N:13]([CH2:16][C:17]3[CH:22]=[CH:21][C:20]([C:23]4[S:24][CH:25]=[C:26]([C:28]([O:30]CC)=[O:29])[N:27]=4)=[CH:19][CH:18]=3)[C:14]=2[CH3:15])[CH:5]=[CH:6][C:7]=1[C:8]#[N:9].[OH-].[Na+].Cl, predict the reaction product. The product is: [Cl:1][C:2]1[CH:3]=[C:4]([C:10]2[C:11]([CH3:33])=[N:12][N:13]([CH2:16][C:17]3[CH:18]=[CH:19][C:20]([C:23]4[S:24][CH:25]=[C:26]([C:28]([OH:30])=[O:29])[N:27]=4)=[CH:21][CH:22]=3)[C:14]=2[CH3:15])[CH:5]=[CH:6][C:7]=1[C:8]#[N:9]. (5) Given the reactants [O:1]=[C:2]1[C:7]([CH2:8][C:9]2[CH:14]=[CH:13][C:12]([C:15]3[C:16]([C:21]#[N:22])=[CH:17][CH:18]=[CH:19][CH:20]=3)=[CH:11][CH:10]=2)=[C:6]([CH2:23][CH2:24][CH3:25])[N:5]2[N:26]=[CH:27][N:28]=[C:4]2[NH:3]1.[CH3:29][O:30][C:31]1[CH:32]=[C:33](B(O)O)[CH:34]=[CH:35][CH:36]=1.C(N(CC)CC)C.N1C=CC=CC=1, predict the reaction product. The product is: [CH3:29][O:30][C:31]1[CH:36]=[C:35]([N:3]2[C:2](=[O:1])[C:7]([CH2:8][C:9]3[CH:10]=[CH:11][C:12]([C:15]4[C:16]([C:21]#[N:22])=[CH:17][CH:18]=[CH:19][CH:20]=4)=[CH:13][CH:14]=3)=[C:6]([CH2:23][CH2:24][CH3:25])[N:5]3[N:26]=[CH:27][N:28]=[C:4]23)[CH:34]=[CH:33][CH:32]=1. (6) Given the reactants [OH:1][C:2]([CH3:11])([CH3:10])[CH2:3][C@H:4]1[CH2:8][O:7]C(=O)[NH:5]1.[OH-].[Ba+2].[OH-].C(O)C.C(=O)=O, predict the reaction product. The product is: [NH2:5][C@@H:4]([CH2:3][C:2]([CH3:11])([OH:1])[CH3:10])[CH2:8][OH:7]. (7) The product is: [Br:1][C:2]1[CH:3]=[C:4]([F:11])[CH:5]=[C:6]2[C:10]=1[N:9]([CH2:13][C:14]1[CH:15]=[CH:16][C:17]([C:20]([F:21])([F:22])[F:23])=[CH:18][CH:19]=1)[CH:8]=[CH:7]2. Given the reactants [Br:1][C:2]1[CH:3]=[C:4]([F:11])[CH:5]=[C:6]2[C:10]=1[NH:9][CH:8]=[CH:7]2.Br[CH2:13][C:14]1[CH:19]=[CH:18][C:17]([C:20]([F:23])([F:22])[F:21])=[CH:16][CH:15]=1.[H-].[Na+], predict the reaction product. (8) Given the reactants [CH3:1][S:2](Cl)(=[O:4])=[O:3].[NH2:6][CH2:7][C:8]1[C:9](=[N:14][NH:15][C:16]2[CH:21]=[CH:20][CH:19]=[C:18]([F:22])[CH:17]=2)[C:10]([NH2:13])=[N:11][N:12]=1, predict the reaction product. The product is: [NH2:13][C:10]1[C:9](=[N:14][NH:15][C:16]2[CH:21]=[CH:20][CH:19]=[C:18]([F:22])[CH:17]=2)[C:8]([CH2:7][NH:6][S:2]([CH3:1])(=[O:4])=[O:3])=[N:12][N:11]=1. (9) Given the reactants [CH3:1][C:2]([CH3:6])=[CH:3][CH2:4][OH:5].F[C:8]1[CH:9]=[C:10]([CH3:17])[CH:11]=[CH:12][C:13]=1[N+:14]([O-:16])=[O:15].[CH3:18][C:19]1[CH:25]=[CH:24][C:22]([NH2:23])=[C:21]([O:26][CH2:27][CH:28]=[C:29]([CH3:31])[CH3:30])[CH:20]=1.[NH2:32][C:33]1[S:34][CH:35]=[CH:36][N:37]=1, predict the reaction product. The product is: [CH3:1][C:2]([CH3:6])=[CH:3][CH2:4][O:5][C:8]1[CH:9]=[C:10]([CH3:17])[CH:11]=[CH:12][C:13]=1[N+:14]([O-:16])=[O:15].[CH3:18][C:19]1[CH:25]=[CH:24][C:22]([NH:23][C:4]([NH:32][C:33]2[S:34][CH:35]=[CH:36][N:37]=2)=[O:5])=[C:21]([O:26][CH2:27][CH:28]=[C:29]([CH3:31])[CH3:30])[CH:20]=1. (10) Given the reactants [CH2:1]([C:8]1[CH:9]=[C:10]([C:28]2[CH:33]=[CH:32][C:31]([CH2:34][CH2:35][C:36]#[N:37])=[CH:30][C:29]=2[CH2:38][CH:39]([CH3:41])[CH3:40])[CH:11]=[CH:12][C:13]=1[C:14]1[CH:19]=[CH:18][C:17]([OH:20])=[C:16]([CH2:21][C:22]2[CH:27]=[CH:26][CH:25]=[CH:24][CH:23]=2)[CH:15]=1)[C:2]1[CH:7]=[CH:6][CH:5]=[CH:4][CH:3]=1.C([O-])([O-])=O.[K+].[K+].Cl[CH2:49][C:50]#[N:51].[Cl-].[Na+].O.O, predict the reaction product. The product is: [CH2:1]([C:8]1[CH:9]=[C:10]([C:28]2[CH:33]=[CH:32][C:31]([CH2:34][CH2:35][C:36]#[N:37])=[CH:30][C:29]=2[CH2:38][CH:39]([CH3:41])[CH3:40])[CH:11]=[CH:12][C:13]=1[C:14]1[CH:19]=[CH:18][C:17]([O:20][CH2:49][C:50]#[N:51])=[C:16]([CH2:21][C:22]2[CH:27]=[CH:26][CH:25]=[CH:24][CH:23]=2)[CH:15]=1)[C:2]1[CH:3]=[CH:4][CH:5]=[CH:6][CH:7]=1.